Dataset: NCI-60 drug combinations with 297,098 pairs across 59 cell lines. Task: Regression. Given two drug SMILES strings and cell line genomic features, predict the synergy score measuring deviation from expected non-interaction effect. (1) Drug 1: CC1C(C(CC(O1)OC2CC(CC3=C2C(=C4C(=C3O)C(=O)C5=C(C4=O)C(=CC=C5)OC)O)(C(=O)C)O)N)O.Cl. Drug 2: CC1CCC2CC(C(=CC=CC=CC(CC(C(=O)C(C(C(=CC(C(=O)CC(OC(=O)C3CCCCN3C(=O)C(=O)C1(O2)O)C(C)CC4CCC(C(C4)OC)O)C)C)O)OC)C)C)C)OC. Cell line: OVCAR-5. Synergy scores: CSS=27.4, Synergy_ZIP=-1.91, Synergy_Bliss=-0.440, Synergy_Loewe=1.04, Synergy_HSA=1.48. (2) Drug 1: CC1CCC2CC(C(=CC=CC=CC(CC(C(=O)C(C(C(=CC(C(=O)CC(OC(=O)C3CCCCN3C(=O)C(=O)C1(O2)O)C(C)CC4CCC(C(C4)OC)OCCO)C)C)O)OC)C)C)C)OC. Drug 2: C1=CN(C=N1)CC(O)(P(=O)(O)O)P(=O)(O)O. Cell line: OVCAR-8. Synergy scores: CSS=20.1, Synergy_ZIP=-5.46, Synergy_Bliss=1.66, Synergy_Loewe=1.16, Synergy_HSA=1.17. (3) Drug 1: C1CC(C1)(C(=O)O)C(=O)O.[NH2-].[NH2-].[Pt+2]. Drug 2: C1CN(CCN1C(=O)CCBr)C(=O)CCBr. Cell line: NCI-H522. Synergy scores: CSS=39.1, Synergy_ZIP=-10.5, Synergy_Bliss=-1.93, Synergy_Loewe=5.31, Synergy_HSA=6.54. (4) Drug 1: CCCS(=O)(=O)NC1=C(C(=C(C=C1)F)C(=O)C2=CNC3=C2C=C(C=N3)C4=CC=C(C=C4)Cl)F. Drug 2: C1=CC(=CC=C1CC(C(=O)O)N)N(CCCl)CCCl.Cl. Cell line: SR. Synergy scores: CSS=56.0, Synergy_ZIP=1.95, Synergy_Bliss=1.35, Synergy_Loewe=-16.7, Synergy_HSA=2.94.